From a dataset of Forward reaction prediction with 1.9M reactions from USPTO patents (1976-2016). Predict the product of the given reaction. (1) Given the reactants [N+:1]([C:4]1[CH:17]=[CH:16][C:15]([O:18][C:19]([F:22])([F:21])[F:20])=[CH:14][C:5]=1[C:6]([NH:8][CH2:9][C:10]([O:12]C)=[O:11])=[O:7])([O-:3])=[O:2].[OH-].[Na+], predict the reaction product. The product is: [N+:1]([C:4]1[CH:17]=[CH:16][C:15]([O:18][C:19]([F:20])([F:21])[F:22])=[CH:14][C:5]=1[C:6]([NH:8][CH2:9][C:10]([OH:12])=[O:11])=[O:7])([O-:3])=[O:2]. (2) Given the reactants [CH3:1][C:2]1[C:3]([C:11]2[S:15][C:14]([C:16]([OH:18])=O)=[CH:13][CH:12]=2)=[N:4][O:5][C:6]=1[C:7]([F:10])([F:9])[F:8].[CH3:19][O:20][CH:21]1[CH2:26][CH2:25][NH:24][CH2:23][CH2:22]1, predict the reaction product. The product is: [CH3:19][O:20][CH:21]1[CH2:26][CH2:25][N:24]([C:16]([C:14]2[S:15][C:11]([C:3]3[C:2]([CH3:1])=[C:6]([C:7]([F:8])([F:9])[F:10])[O:5][N:4]=3)=[CH:12][CH:13]=2)=[O:18])[CH2:23][CH2:22]1. (3) Given the reactants [C:1]([O:5][C:6]([NH:8][C:9]1[CH:14]=[CH:13][C:12]([S:15][C:16]2[CH:24]=[CH:23][C:19]([C:20]([OH:22])=O)=[CH:18][C:17]=2[NH:25][C:26]2[C:27]3[CH:35]=[CH:34][C:33]([CH:36]([CH3:38])[CH3:37])=[N:32][C:28]=3[N:29]=[CH:30][N:31]=2)=[CH:11][CH:10]=1)=[O:7])([CH3:4])([CH3:3])[CH3:2].[N:39]1[CH:44]=[CH:43][CH:42]=[C:41]([CH:45]([NH2:47])[CH3:46])[CH:40]=1, predict the reaction product. The product is: [C:1]([O:5][C:6](=[O:7])[NH:8][C:9]1[CH:14]=[CH:13][C:12]([S:15][C:16]2[CH:24]=[CH:23][C:19]([C:20](=[O:22])[NH:47][CH:45]([C:41]3[CH:40]=[N:39][CH:44]=[CH:43][CH:42]=3)[CH3:46])=[CH:18][C:17]=2[NH:25][C:26]2[C:27]3[CH:35]=[CH:34][C:33]([CH:36]([CH3:38])[CH3:37])=[N:32][C:28]=3[N:29]=[CH:30][N:31]=2)=[CH:11][CH:10]=1)([CH3:4])([CH3:3])[CH3:2]. (4) Given the reactants [CH2:1]([N:8]1[CH:12]=[C:11]([CH3:13])[C:10]([CH2:14][OH:15])=[N:9]1)[C:2]1[CH:7]=[CH:6][CH:5]=[CH:4][CH:3]=1.[H-].[Na+].I[CH3:19], predict the reaction product. The product is: [CH2:1]([N:8]1[CH:12]=[C:11]([CH3:13])[C:10]([CH2:14][O:15][CH3:19])=[N:9]1)[C:2]1[CH:3]=[CH:4][CH:5]=[CH:6][CH:7]=1. (5) Given the reactants [C:1]([O:5][C:6]([N:8]([C:46]([O:48][C:49]([CH3:52])([CH3:51])[CH3:50])=[O:47])[C:9]1[C:14]([C:15]2[O:19][N:18]=[C:17]([C:20]3[CH:25]=[CH:24][C:23]([CH2:26][N:27]([CH3:35])[C:28](=[O:34])[O:29][C:30]([CH3:33])([CH3:32])[CH3:31])=[CH:22][C:21]=3[F:36])[CH:16]=2)=[CH:13][C:12](B2OC(C)(C)C(C)(C)O2)=[CH:11][N:10]=1)=[O:7])([CH3:4])([CH3:3])[CH3:2].Br[C:54]1[CH:59]=[CH:58][C:57]([S:60]([CH:63]([CH3:65])[CH3:64])(=[O:62])=[O:61])=[CH:56][N:55]=1.C([O-])([O-])=O.[Na+].[Na+], predict the reaction product. The product is: [C:49]([O:48][C:46]([N:8]([C:6]([O:5][C:1]([CH3:2])([CH3:3])[CH3:4])=[O:7])[C:9]1[C:14]([C:15]2[O:19][N:18]=[C:17]([C:20]3[CH:25]=[CH:24][C:23]([CH2:26][N:27]([CH3:35])[C:28](=[O:34])[O:29][C:30]([CH3:31])([CH3:33])[CH3:32])=[CH:22][C:21]=3[F:36])[CH:16]=2)=[CH:13][C:12]([C:54]2[CH:59]=[CH:58][C:57]([S:60]([CH:63]([CH3:65])[CH3:64])(=[O:61])=[O:62])=[CH:56][N:55]=2)=[CH:11][N:10]=1)=[O:47])([CH3:51])([CH3:50])[CH3:52]. (6) The product is: [C:1]([O:5][C:6]([N:8]1[C:13]2[CH:14]=[C:15]([CH:18]=[C:24]3[S:20][C:21](=[O:26])[NH:22][C:23]3=[O:25])[CH:16]=[CH:17][C:12]=2[O:11][CH:10]=[CH:9]1)=[O:7])([CH3:2])([CH3:3])[CH3:4]. Given the reactants [C:1]([O:5][C:6]([N:8]1[C:13]2[CH:14]=[C:15]([CH:18]=O)[CH:16]=[CH:17][C:12]=2[O:11][CH:10]=[CH:9]1)=[O:7])([CH3:4])([CH3:3])[CH3:2].[S:20]1[CH2:24][C:23](=[O:25])[NH:22][C:21]1=[O:26], predict the reaction product. (7) Given the reactants [CH2:1]([C:3]1([CH2:10][CH3:11])[CH2:8][CH2:7][C:6](=[O:9])[CH:5]=[CH:4]1)[CH3:2], predict the reaction product. The product is: [CH2:10]([C:3]1([CH2:1][CH3:2])[CH2:8][CH2:7][C:6](=[O:9])[CH2:5][CH2:4]1)[CH3:11].